This data is from Reaction yield outcomes from USPTO patents with 853,638 reactions. The task is: Predict the reaction yield, written as a fraction of the theoretical maximum amount of product (1.0 means a 100% yield; for example, 0.34 means a 34% yield). (1) The reactants are [H-].[Na+].[OH:3][C:4]1[CH:9]=[CH:8][C:7]([CH2:10][C:11]([O:13][CH2:14][CH3:15])=[O:12])=[CH:6][CH:5]=1.[CH2:16](Br)[C:17]1[CH:22]=[CH:21][CH:20]=[CH:19][CH:18]=1.[Cl-].[NH4+]. The catalyst is [I-].C([N+](CCCC)(CCCC)CCCC)CCC.O.O1CCCC1. The product is [CH2:16]([O:3][C:4]1[CH:5]=[CH:6][C:7]([CH2:10][C:11]([O:13][CH2:14][CH3:15])=[O:12])=[CH:8][CH:9]=1)[C:17]1[CH:22]=[CH:21][CH:20]=[CH:19][CH:18]=1. The yield is 0.890. (2) The reactants are [CH2:1]([O:3][CH2:4][C:5]1[N:6]=[C:7]([CH3:27])[NH:8][C:9](=[O:26])[C:10]=1[CH2:11][C:12]1[CH:17]=[CH:16][C:15]([C:18]2[C:19]([C:24]#[N:25])=[CH:20][CH:21]=[CH:22][CH:23]=2)=[CH:14][CH:13]=1)[CH3:2].[O:28]1[C:32]2[CH:33]=[CH:34][C:35](B(O)O)=[CH:36][C:31]=2[CH2:30][CH2:29]1.[N:40]1C=CC=CC=1.C(N(CC)CC)C.[C:53]([O:56]CC)(=[O:55])C. The catalyst is C([O-])(=O)C.[Cu+2].C([O-])(=O)C.ClCCl. The product is [O:28]1[C:32]2[CH:33]=[CH:34][C:35]([N:8]3[C:9](=[O:26])[C:10]([CH2:11][C:12]4[CH:17]=[CH:16][C:15]([C:18]5[CH:23]=[CH:22][CH:21]=[CH:20][C:19]=5[C:24]5[NH:40][C:53](=[O:55])[O:56][N:25]=5)=[CH:14][CH:13]=4)=[C:5]([CH2:4][O:3][CH2:1][CH3:2])[N:6]=[C:7]3[CH3:27])=[CH:36][C:31]=2[CH2:30][CH2:29]1. The yield is 0.620. (3) The reactants are Cl.Cl[CH2:3][C:4]1[N:5]([CH2:9][C:10]2[CH:15]=[C:14]([Cl:16])[CH:13]=[C:12]([Cl:17])[CH:11]=2)[CH:6]=[CH:7][N:8]=1.[CH:18]1([OH:24])[CH2:23][CH2:22][CH2:21][CH2:20][CH2:19]1. The catalyst is C(#N)C. The product is [CH:18]1([O:24][CH2:3][C:4]2[N:5]([CH2:9][C:10]3[CH:15]=[C:14]([Cl:16])[CH:13]=[C:12]([Cl:17])[CH:11]=3)[CH:6]=[CH:7][N:8]=2)[CH2:23][CH2:22][CH2:21][CH2:20][CH2:19]1. The yield is 0.100. (4) The reactants are [Br:1][C:2]1[S:3][C:4]([C:12]([C:14]2[CH:22]=[C:21]3[C:17]([CH:18]=[C:19]([C:38]4[CH:43]=[CH:42][CH:41]=[CH:40][CH:39]=4)[N:20]3[CH2:23][CH2:24][CH2:25][CH2:26][N:27]3[C:35](=[O:36])[C:34]4[C:29](=[CH:30][CH:31]=[CH:32][CH:33]=4)[C:28]3=[O:37])=[CH:16][CH:15]=2)=[O:13])=[CH:5][C:6]=1[CH2:7][C:8]([O:10][CH3:11])=[O:9].[O-]S(C(F)(F)[F:49])(=O)=O.F[N+]1C=CC=CC=1. The catalyst is C(Cl)Cl.CCOCC. The product is [Br:1][C:2]1[S:3][C:4]([C:12]([C:14]2[CH:22]=[C:21]3[C:17]([C:18]([F:49])=[C:19]([C:38]4[CH:39]=[CH:40][CH:41]=[CH:42][CH:43]=4)[N:20]3[CH2:23][CH2:24][CH2:25][CH2:26][N:27]3[C:35](=[O:36])[C:34]4[C:29](=[CH:30][CH:31]=[CH:32][CH:33]=4)[C:28]3=[O:37])=[CH:16][CH:15]=2)=[O:13])=[CH:5][C:6]=1[CH2:7][C:8]([O:10][CH3:11])=[O:9]. The yield is 0.260. (5) The reactants are [CH:1]([C:3]1[C:11]2[C:6](=[CH:7][C:8]([C:12]([O:14][CH3:15])=[O:13])=[CH:9][CH:10]=2)[NH:5][CH:4]=1)=[O:2].[CH3:16][NH:17][CH3:18].[BH4-].[Na+].[CH3:21]O. The catalyst is C(Cl)(Cl)Cl.[Cl-].[Na+].O. The product is [NH3:5].[CH3:1][OH:2].[CH3:15][O:14][C:12]([C:8]1[CH:7]=[C:6]2[C:11]([C:3]([N:17]([CH3:18])[CH3:16])=[CH:4][N:5]2[CH3:21])=[CH:10][CH:9]=1)=[O:13]. The yield is 0.200. (6) The reactants are [Cl:1][C:2]1[CH:7]=[CH:6][N:5]=[C:4]2[CH:8]=[CH:9][S:10][C:3]=12.[Li]CCCC.CN([CH:19]=[O:20])C. The catalyst is C1COCC1. The product is [Cl:1][C:2]1[CH:7]=[CH:6][N:5]=[C:4]2[CH:8]=[C:9]([CH:19]=[O:20])[S:10][C:3]=12. The yield is 1.00. (7) The reactants are [Cl:1][C:2]1[C:7]2[C:8](=[O:23])[N:9]([CH2:13][C:14]3[C:15](=[O:22])[NH:16][C:17]([CH3:21])=[CH:18][C:19]=3[CH3:20])[CH2:10][CH2:11][O:12][C:6]=2[CH:5]=[CH:4][C:3]=1[OH:24].[F:25][C:26]([F:40])([F:39])[CH2:27]OS(C1C=CC(C)=CC=1)(=O)=O.C(=O)([O-])[O-].[K+].[K+]. The catalyst is CN(C=O)C. The product is [Cl:1][C:2]1[C:7]2[C:8](=[O:23])[N:9]([CH2:13][C:14]3[C:15](=[O:22])[NH:16][C:17]([CH3:21])=[CH:18][C:19]=3[CH3:20])[CH2:10][CH2:11][O:12][C:6]=2[CH:5]=[CH:4][C:3]=1[O:24][CH2:27][C:26]([F:40])([F:39])[F:25]. The yield is 0.160.